Dataset: Catalyst prediction with 721,799 reactions and 888 catalyst types from USPTO. Task: Predict which catalyst facilitates the given reaction. (1) Reactant: CC1C=CC(S(O[CH2:12][CH2:13][O:14][CH2:15][CH2:16][O:17][CH2:18][CH2:19][O:20][CH2:21][CH2:22][O:23][C:24]2[CH:29]=[CH:28][C:27]([N+:30]([O-:32])=[O:31])=[CH:26][CH:25]=2)(=O)=O)=CC=1.[N-:33]=[N+:34]=[N-:35].[Na+]. Product: [N:33]([CH2:12][CH2:13][O:14][CH2:15][CH2:16][O:17][CH2:18][CH2:19][O:20][CH2:21][CH2:22][O:23][C:24]1[CH:29]=[CH:28][C:27]([N+:30]([O-:32])=[O:31])=[CH:26][CH:25]=1)=[N+:34]=[N-:35]. The catalyst class is: 8. (2) Reactant: C([O:3][C:4](=[O:23])[C:5]([S:14][C:15]1[CH:20]=[CH:19][C:18]([O:21][CH3:22])=[CH:17][CH:16]=1)([CH3:13])[CH2:6][C:7]1[CH:12]=[CH:11][CH:10]=[CH:9][CH:8]=1)C.[OH-].[Na+]. Product: [CH3:22][O:21][C:18]1[CH:17]=[CH:16][C:15]([S:14][C:5]([CH3:13])([CH2:6][C:7]2[CH:12]=[CH:11][CH:10]=[CH:9][CH:8]=2)[C:4]([OH:23])=[O:3])=[CH:20][CH:19]=1. The catalyst class is: 5. (3) Reactant: [CH2:1]([C:3]1[CH:8]=[C:7]([CH3:9])[CH:6]=[C:5]([CH2:10][CH3:11])[C:4]=1[C:12]1[C:13](=[O:19])[CH2:14][CH2:15][C:16]=1[O:17]C)[CH3:2].[CH:20]([N-]C(C)C)([CH3:22])[CH3:21].[Li+].C(Br)C#C. Product: [CH2:1]([C:3]1[CH:8]=[C:7]([CH3:9])[CH:6]=[C:5]([CH2:10][CH3:11])[C:4]=1[CH:12]1[C:16](=[O:17])[CH:15]([CH2:22][C:20]#[CH:21])[CH2:14][C:13]1=[O:19])[CH3:2]. The catalyst class is: 207. (4) Reactant: [CH3:1][NH:2][CH2:3][C:4]([NH:6][CH2:7][CH2:8][NH:9][C:10](=[O:32])[CH2:11][CH2:12]/[CH:13]=[CH:14]\[CH2:15]/[CH:16]=[CH:17]\[CH2:18]/[CH:19]=[CH:20]\[CH2:21]/[CH:22]=[CH:23]\[CH2:24]/[CH:25]=[CH:26]\[CH2:27]/[CH:28]=[CH:29]\[CH2:30][CH3:31])=[O:5].C(OC([NH:40][C:41](=NC(=O)OC(C)(C)C)[N:42]1C=CC=N1)=O)(C)(C)C.CCN(C(C)C)C(C)C. Product: [CH3:1][N:2]([CH2:3][C:4]([NH:6][CH2:7][CH2:8][NH:9][C:10](=[O:32])[CH2:11][CH2:12]/[CH:13]=[CH:14]\[CH2:15]/[CH:16]=[CH:17]\[CH2:18]/[CH:19]=[CH:20]\[CH2:21]/[CH:22]=[CH:23]\[CH2:24]/[CH:25]=[CH:26]\[CH2:27]/[CH:28]=[CH:29]\[CH2:30][CH3:31])=[O:5])[C:41]([NH2:42])=[NH:40]. The catalyst class is: 31.